From a dataset of Forward reaction prediction with 1.9M reactions from USPTO patents (1976-2016). Predict the product of the given reaction. (1) Given the reactants [NH2:1][CH2:2][CH2:3][C:4]1(O)[C:8]2=[C:9]3[CH2:15][CH2:14][O:13][C:10]3=[N:11][CH:12]=[C:7]2[CH2:6][CH:5]1[CH:16]([CH3:18])[CH3:17].C(N(CC)CC)C.[C:27](O[C:27](=[O:30])[CH2:28][CH3:29])(=[O:30])[CH2:28][CH3:29].O.C1(C)C=CC(S(O)(=O)=O)=CC=1.S([O-])([O-])(=O)=O.[Mg+2], predict the reaction product. The product is: [CH:16]([C:5]1[CH2:6][C:7]2[C:8]([C:4]=1[CH2:3][CH2:2][NH:1][C:27](=[O:30])[CH2:28][CH3:29])=[C:9]1[CH2:15][CH2:14][O:13][C:10]1=[N:11][CH:12]=2)([CH3:18])[CH3:17]. (2) Given the reactants [C:1]([NH:8][C@H:9]([CH2:15][CH2:16][CH2:17][CH2:18][CH2:19][CH:20]=[CH2:21])[C:10]([O:12]CC)=[O:11])([O:3][C:4]([CH3:7])([CH3:6])[CH3:5])=[O:2].O[Li].O, predict the reaction product. The product is: [C:1]([NH:8][C@H:9]([CH2:15][CH2:16][CH2:17][CH2:18][CH2:19][CH:20]=[CH2:21])[C:10]([OH:12])=[O:11])([O:3][C:4]([CH3:6])([CH3:7])[CH3:5])=[O:2]. (3) Given the reactants [CH:1]1([CH2:6][N:7]([C:20]2[CH:25]=[CH:24][C:23](S(C)(=O)=O)=[CH:22][CH:21]=2)[C:8](=[O:19])[NH:9][C:10]2[S:11][CH:12]=[C:13](CC(O)=O)[N:14]=2)[CH2:5][CH2:4][CH2:3][CH2:2]1.C1(CNC2C=CC=C([Br:43])C=2)CCCC1.C([O:46][C:47](=[O:56])[CH2:48][S:49]C1SC(N)=NC=1)C, predict the reaction product. The product is: [Br:43][C:22]1[CH:21]=[C:20]([N:7]([CH2:6][CH:1]2[CH2:5][CH2:4][CH2:3][CH2:2]2)[C:8](=[O:19])[NH:9][C:10]2[S:11][C:12]([S:49][CH2:48][C:47]([OH:46])=[O:56])=[CH:13][N:14]=2)[CH:25]=[CH:24][CH:23]=1.